Dataset: NCI-60 drug combinations with 297,098 pairs across 59 cell lines. Task: Regression. Given two drug SMILES strings and cell line genomic features, predict the synergy score measuring deviation from expected non-interaction effect. (1) Drug 1: C1=CC(=CC=C1CC(C(=O)O)N)N(CCCl)CCCl.Cl. Drug 2: CC12CCC3C(C1CCC2OP(=O)(O)O)CCC4=C3C=CC(=C4)OC(=O)N(CCCl)CCCl.[Na+]. Cell line: PC-3. Synergy scores: CSS=5.58, Synergy_ZIP=-3.28, Synergy_Bliss=1.61, Synergy_Loewe=-4.47, Synergy_HSA=0.176. (2) Drug 1: CC(C1=C(C=CC(=C1Cl)F)Cl)OC2=C(N=CC(=C2)C3=CN(N=C3)C4CCNCC4)N. Drug 2: C1CC(=O)NC(=O)C1N2C(=O)C3=CC=CC=C3C2=O. Cell line: NCI-H322M. Synergy scores: CSS=6.39, Synergy_ZIP=1.91, Synergy_Bliss=7.82, Synergy_Loewe=5.92, Synergy_HSA=5.86.